This data is from NCI-60 drug combinations with 297,098 pairs across 59 cell lines. The task is: Regression. Given two drug SMILES strings and cell line genomic features, predict the synergy score measuring deviation from expected non-interaction effect. (1) Drug 1: C1=CC=C(C(=C1)C(C2=CC=C(C=C2)Cl)C(Cl)Cl)Cl. Drug 2: CC1CCCC2(C(O2)CC(NC(=O)CC(C(C(=O)C(C1O)C)(C)C)O)C(=CC3=CSC(=N3)C)C)C. Cell line: PC-3. Synergy scores: CSS=35.6, Synergy_ZIP=1.06, Synergy_Bliss=-3.16, Synergy_Loewe=-31.3, Synergy_HSA=-5.17. (2) Drug 1: CC12CCC3C(C1CCC2=O)CC(=C)C4=CC(=O)C=CC34C. Drug 2: CS(=O)(=O)OCCCCOS(=O)(=O)C. Cell line: SF-295. Synergy scores: CSS=46.2, Synergy_ZIP=-2.41, Synergy_Bliss=0.447, Synergy_Loewe=-0.440, Synergy_HSA=1.67. (3) Drug 1: CCCS(=O)(=O)NC1=C(C(=C(C=C1)F)C(=O)C2=CNC3=C2C=C(C=N3)C4=CC=C(C=C4)Cl)F. Drug 2: CC(CN1CC(=O)NC(=O)C1)N2CC(=O)NC(=O)C2. Cell line: SK-MEL-28. Synergy scores: CSS=38.1, Synergy_ZIP=-1.14, Synergy_Bliss=-0.119, Synergy_Loewe=-26.4, Synergy_HSA=1.44.